From a dataset of Merck oncology drug combination screen with 23,052 pairs across 39 cell lines. Regression. Given two drug SMILES strings and cell line genomic features, predict the synergy score measuring deviation from expected non-interaction effect. (1) Drug 1: CS(=O)(=O)CCNCc1ccc(-c2ccc3ncnc(Nc4ccc(OCc5cccc(F)c5)c(Cl)c4)c3c2)o1. Drug 2: O=C(O)C1(Cc2cccc(Nc3nccs3)n2)CCC(Oc2cccc(Cl)c2F)CC1. Cell line: A427. Synergy scores: synergy=-16.3. (2) Drug 1: CCC1(O)C(=O)OCc2c1cc1n(c2=O)Cc2cc3c(CN(C)C)c(O)ccc3nc2-1. Drug 2: Cn1c(=O)n(-c2ccc(C(C)(C)C#N)cc2)c2c3cc(-c4cnc5ccccc5c4)ccc3ncc21. Cell line: MDAMB436. Synergy scores: synergy=25.4.